Task: Predict the reactants needed to synthesize the given product.. Dataset: Full USPTO retrosynthesis dataset with 1.9M reactions from patents (1976-2016) (1) Given the product [ClH:48].[NH2:1][C:2]1[N:6]([CH3:7])[C:5](=[O:8])[C:4]([C:9]2[CH:14]=[CH:13][C:12]([O:15][CH:16]([F:17])[F:18])=[CH:11][CH:10]=2)([C:19]2[CH:24]=[CH:23][CH:22]=[C:21]([NH:25][CH2:26][CH2:27][CH3:28])[CH:20]=2)[N:3]=1, predict the reactants needed to synthesize it. The reactants are: [NH2:1][C:2]1[N:6]([CH3:7])[C:5](=[O:8])[C:4]([C:19]2[CH:24]=[CH:23][CH:22]=[C:21]([NH2:25])[CH:20]=2)([C:9]2[CH:14]=[CH:13][C:12]([O:15][CH:16]([F:18])[F:17])=[CH:11][CH:10]=2)[N:3]=1.[CH:26](=O)[CH2:27][CH3:28].C(O[BH-](OC(=O)C)OC(=O)C)(=O)C.[Na+].C(O)(=O)C.[Cl:48]C(Cl)C. (2) Given the product [C:1]([C:5]1[CH:13]=[CH:12][C:8]([C:9]([NH:57][C:55]2[CH:54]=[CH:53][N:52]=[C:51]([O:50][CH3:49])[CH:56]=2)=[O:11])=[C:7]([O:14][C:15]2[CH:16]=[N:17][C:18]([C:21]([F:24])([F:22])[F:23])=[CH:19][CH:20]=2)[CH:6]=1)([CH3:4])([CH3:2])[CH3:3], predict the reactants needed to synthesize it. The reactants are: [C:1]([C:5]1[CH:13]=[CH:12][C:8]([C:9]([OH:11])=O)=[C:7]([O:14][C:15]2[CH:16]=[N:17][C:18]([C:21]([F:24])([F:23])[F:22])=[CH:19][CH:20]=2)[CH:6]=1)([CH3:4])([CH3:3])[CH3:2].CN(C(ON1N=NC2C=CC=NC1=2)=[N+](C)C)C.F[P-](F)(F)(F)(F)F.[CH3:49][O:50][C:51]1[CH:56]=[C:55]([NH2:57])[CH:54]=[CH:53][N:52]=1.C(N(CC)CC)C. (3) Given the product [OH:17][C:14]1[CH:15]=[CH:16][C:11]([C:9]2[O:10][C:6]3[CH:5]=[CH:4][C:3]([OH:2])=[CH:19][C:7]=3[CH:8]=2)=[C:12]([CH3:18])[CH:13]=1, predict the reactants needed to synthesize it. The reactants are: C[O:2][C:3]1[CH:4]=[CH:5][C:6]2[O:10][C:9]([C:11]3[CH:16]=[CH:15][C:14]([OH:17])=[CH:13][C:12]=3[CH3:18])=[CH:8][C:7]=2[CH:19]=1.N1C(=O)CC[C@H]1C(O)=O.Cl. (4) Given the product [CH2:1]([S:8][C:9]([CH3:44])([CH:39]=[O:40])[CH2:10][NH:11][C:12]([C:14]1[NH:15][C:16]2[C:21]([CH:22]=1)=[CH:20][C:19]([O:23][CH2:24][CH2:25][O:26][CH3:27])=[CH:18][C:17]=2[N:28]([CH3:38])[S:29]([C:32]1[CH:37]=[CH:36][CH:35]=[CH:34][N:33]=1)(=[O:30])=[O:31])=[O:13])[C:2]1[CH:7]=[CH:6][CH:5]=[CH:4][CH:3]=1, predict the reactants needed to synthesize it. The reactants are: [CH2:1]([S:8][C:9]([CH3:44])([CH:39](OC)[O:40]C)[CH2:10][NH:11][C:12]([C:14]1[NH:15][C:16]2[C:21]([CH:22]=1)=[CH:20][C:19]([O:23][CH2:24][CH2:25][O:26][CH3:27])=[CH:18][C:17]=2[N:28]([CH3:38])[S:29]([C:32]1[CH:37]=[CH:36][CH:35]=[CH:34][N:33]=1)(=[O:31])=[O:30])=[O:13])[C:2]1[CH:7]=[CH:6][CH:5]=[CH:4][CH:3]=1.O.